Dataset: Forward reaction prediction with 1.9M reactions from USPTO patents (1976-2016). Task: Predict the product of the given reaction. (1) Given the reactants [Cl:1][C:2]1[C:3]([NH:22][C:23]2[C:34]([F:35])=[CH:33][CH:32]=[CH:31][C:24]=2[C:25]([NH:27][CH2:28][C:29]#[CH:30])=[O:26])=[N:4][C:5]([NH:8][C:9]2[CH:10]=[CH:11][C:12]3[N:18]([CH3:19])[C:17](=[O:20])[O:16][CH2:15][CH2:14][C:13]=3[CH:21]=2)=[N:6][CH:7]=1, predict the reaction product. The product is: [Cl:1][C:2]1[C:3]([NH:22][C:23]2[C:24]([C:25]3[O:26][C:29](=[CH2:30])[CH2:28][N:27]=3)=[CH:31][CH:32]=[CH:33][C:34]=2[F:35])=[N:4][C:5]([NH:8][C:9]2[CH:10]=[CH:11][C:12]3[N:18]([CH3:19])[C:17](=[O:20])[O:16][CH2:15][CH2:14][C:13]=3[CH:21]=2)=[N:6][CH:7]=1. (2) Given the reactants CC(C)([O-])C.[K+].Cl.CON.[C:11]1([C:17]2[N:22]=[CH:21][C:20]([N+:23]([O-])=O)=[CH:19][N:18]=2)[CH:16]=[CH:15][CH:14]=[CH:13][CH:12]=1.[Cl-].[NH4+:27], predict the reaction product. The product is: [C:11]1([C:17]2[N:22]=[C:21]([NH2:27])[C:20]([NH2:23])=[CH:19][N:18]=2)[CH:16]=[CH:15][CH:14]=[CH:13][CH:12]=1.